From a dataset of Full USPTO retrosynthesis dataset with 1.9M reactions from patents (1976-2016). Predict the reactants needed to synthesize the given product. (1) Given the product [NH:1]1[C:9]2[C:4](=[CH:5][C:6]([C:10]3[NH:11][C:12]4[N:13]([N:17]=[CH:18][C:19]=4[C:20]4[O:21][C:24]([CH3:25])=[CH:23][N:22]=4)[C:14](=[O:16])[CH:15]=3)=[CH:7][CH:8]=2)[CH:3]=[N:2]1, predict the reactants needed to synthesize it. The reactants are: [NH:1]1[C:9]2[C:4](=[CH:5][C:6]([C:10]3[NH:11][C:12]4[N:13]([N:17]=[CH:18][C:19]=4[C:20]([NH:22][CH2:23][C:24]#[CH:25])=[O:21])[C:14](=[O:16])[CH:15]=3)=[CH:7][CH:8]=2)[CH:3]=[N:2]1.[H-].[Na+]. (2) Given the product [Cl:1][C:2]1[C:3]([O:12][C:13]2[CH:18]=[C:17]([O:19][CH2:45][CH2:44][O:43][CH:40]3[CH2:42][CH2:41]3)[CH:16]=[CH:15][C:14]=2/[CH:20]=[CH:21]/[C:22]([O:24][CH2:25][CH3:26])=[O:23])=[N:4][CH:5]=[C:6]([C:8]([F:9])([F:11])[F:10])[CH:7]=1, predict the reactants needed to synthesize it. The reactants are: [Cl:1][C:2]1[C:3]([O:12][C:13]2[CH:18]=[C:17]([OH:19])[CH:16]=[CH:15][C:14]=2/[CH:20]=[CH:21]/[C:22]([O:24][CH2:25][CH3:26])=[O:23])=[N:4][CH:5]=[C:6]([C:8]([F:11])([F:10])[F:9])[CH:7]=1.C(P(CCCC)CCCC)CCC.[CH:40]1([O:43][CH2:44][CH2:45]O)[CH2:42][CH2:41]1.N(C(N1CCCCC1)=O)=NC(N1CCCCC1)=O. (3) Given the product [Br:19][C:17]1[CH:16]=[CH:15][C:14]([Cl:20])=[C:13]([CH:18]=1)[CH2:12][C:9]1[CH:10]=[CH:11][C:6]([CH2:5][OH:4])=[CH:7][CH:8]=1, predict the reactants needed to synthesize it. The reactants are: C([O:4][CH2:5][C:6]1[CH:11]=[CH:10][C:9]([CH2:12][C:13]2[CH:18]=[C:17]([Br:19])[CH:16]=[CH:15][C:14]=2[Cl:20])=[CH:8][CH:7]=1)(=O)C.C1COCC1.CO.O[Li].O. (4) The reactants are: C(O[C:6](=O)[N:7]([CH:9]([C:11](=[O:40])[NH:12][CH:13]([C:16]([N:18]1[CH2:22][CH2:21][CH:20]2[N:23]([S:36]([CH3:39])(=[O:38])=[O:37])[CH2:24][CH:25]([C:26]3[C:34]4[C:29](=[CH:30][C:31]([F:35])=[CH:32][CH:33]=4)[NH:28][CH:27]=3)[CH:19]12)=[O:17])[CH2:14][CH3:15])[CH3:10])C)(C)(C)C.C(O)(C(F)(F)F)=O. Given the product [F:35][C:31]1[CH:30]=[C:29]2[C:34]([C:26]([CH:25]3[CH:19]4[N:18]([C:16]([CH:13]([NH:12][C:11](=[O:40])[CH:9]([NH:7][CH3:6])[CH3:10])[CH2:14][CH3:15])=[O:17])[CH2:22][CH2:21][CH:20]4[N:23]([S:36]([CH3:39])(=[O:38])=[O:37])[CH2:24]3)=[CH:27][NH:28]2)=[CH:33][CH:32]=1, predict the reactants needed to synthesize it.